This data is from Reaction yield outcomes from USPTO patents with 853,638 reactions. The task is: Predict the reaction yield, written as a fraction of the theoretical maximum amount of product (1.0 means a 100% yield; for example, 0.34 means a 34% yield). The reactants are [NH2:1][C:2]1([C:6]2[CH:11]=[CH:10][C:9]([C:12]3[C:13](=[O:36])[C:14]4[C:15]([O:28][C:29]=3[C:30]3[CH:35]=[CH:34][CH:33]=[CH:32][CH:31]=3)=[C:16]([C:20]3[C:21](C)=[N:22][N:23]([CH3:26])[C:24]=3[CH3:25])[N:17]=[CH:18][CH:19]=4)=[CH:8][CH:7]=2)[CH2:5][CH2:4][CH2:3]1.CN1C(C)=C(C2N=CC=C3C(=O)C(C4C=CC(C5(NC(=O)OC(C)(C)C)CCC5)=CC=4)=C(C4C=CC=CC=4)OC=23)C=N1.[ClH:79]. No catalyst specified. The product is [ClH:79].[NH2:1][C:2]1([C:6]2[CH:7]=[CH:8][C:9]([C:12]3[C:13](=[O:36])[C:14]4[C:15]([O:28][C:29]=3[C:30]3[CH:31]=[CH:32][CH:33]=[CH:34][CH:35]=3)=[C:16]([C:20]3[CH:21]=[N:22][N:23]([CH3:26])[C:24]=3[CH3:25])[N:17]=[CH:18][CH:19]=4)=[CH:10][CH:11]=2)[CH2:3][CH2:4][CH2:5]1. The yield is 0.460.